Dataset: Full USPTO retrosynthesis dataset with 1.9M reactions from patents (1976-2016). Task: Predict the reactants needed to synthesize the given product. Given the product [Cl:1][C:2]1[CH:7]=[CH:6][CH:5]=[CH:4][C:3]=1[N:8]1[CH:12]=[C:11]([CH:13]=[O:14])[C:10]([CH3:17])=[N:9]1, predict the reactants needed to synthesize it. The reactants are: [Cl:1][C:2]1[CH:7]=[CH:6][CH:5]=[CH:4][C:3]=1[N:8]1[CH:12]=[C:11]([C:13](OC)=[O:14])[C:10]([CH3:17])=[N:9]1.[H-].[Al+3].[Li+].[H-].[H-].[H-].